From a dataset of Reaction yield outcomes from USPTO patents with 853,638 reactions. Predict the reaction yield, written as a fraction of the theoretical maximum amount of product (1.0 means a 100% yield; for example, 0.34 means a 34% yield). (1) The reactants are I([O-])(=O)(=O)=O.[Na+].[Br:7][C:8]1[CH:13]=[CH:12][C:11]([F:14])=[CH:10][C:9]=1[O:15]CC=C.C1C[O:22][CH2:21][CH2:20]1. The catalyst is O.O=[Os](=O)(=O)=O. The product is [Br:7][C:8]1[C:9]([OH:15])=[C:10]([CH2:20][CH:21]=[O:22])[C:11]([F:14])=[CH:12][CH:13]=1. The yield is 0.500. (2) The reactants are [Br:1][C:2]1[CH:3]=[C:4]([CH2:14][O:15][C:16]2[CH:21]=[CH:20][C:19]([N+:22]([O-])=O)=[CH:18][CH:17]=2)[C:5]([O:12][CH3:13])=[C:6]([C:8]([CH3:11])([CH3:10])[CH3:9])[CH:7]=1.[NH4+].[Cl-]. The catalyst is CO.O.[Fe]. The product is [Br:1][C:2]1[CH:7]=[C:6]([C:8]([CH3:11])([CH3:10])[CH3:9])[C:5]([O:12][CH3:13])=[C:4]([CH:3]=1)[CH2:14][O:15][C:16]1[CH:17]=[CH:18][C:19]([NH2:22])=[CH:20][CH:21]=1. The yield is 0.640. (3) The reactants are [N+:1]([C:4]1[CH:5]=[CH:6][C:7]2[O:12][C@:11]([CH3:18])([CH:13]([O:16][CH3:17])[O:14][CH3:15])[C@@H:10]3[O:19][C@@H:9]3[C:8]=2[CH:20]=1)([O-:3])=[O:2].[CH3:21][O:22][C:23]1[CH:28]=[CH:27][C:26]([NH:29][CH2:30][C:31]2[N:32]=[N:33][N:34]([CH3:36])[N:35]=2)=[CH:25][CH:24]=1. No catalyst specified. The product is [N+:1]([C:4]1[CH:5]=[CH:6][C:7]2[O:12][C@:11]([CH3:18])([CH:13]([O:16][CH3:17])[O:14][CH3:15])[C@H:10]([OH:19])[C@@H:9]([N:29]([C:26]3[CH:27]=[CH:28][C:23]([O:22][CH3:21])=[CH:24][CH:25]=3)[CH2:30][C:31]3[N:32]=[N:33][N:34]([CH3:36])[N:35]=3)[C:8]=2[CH:20]=1)([O-:3])=[O:2]. The yield is 0.780. (4) The yield is 1.00. The reactants are C(N(CC)CC)C.Cl[C:9]1[N:17]=[C:16]2[C:12]([N:13]([CH2:25][O:26][CH2:27][CH2:28][Si:29]([CH3:32])([CH3:31])[CH3:30])[C:14](=[O:24])[N:15]2[CH:18]2[CH2:23][CH2:22][O:21][CH2:20][CH2:19]2)=[CH:11][N:10]=1.[C:33]([Si:35]([CH3:38])([CH3:37])[CH3:36])#[CH:34]. The catalyst is CN(C=O)C.C1(C=CC=CC=1)[P](C1C=CC=CC=1)(C1C=CC=CC=1)[Pd][P](C1C=CC=CC=1)(C1C=CC=CC=1)C1C=CC=CC=1.[Cu]I. The product is [O:21]1[CH2:22][CH2:23][CH:18]([N:15]2[C:14](=[O:24])[N:13]([CH2:25][O:26][CH2:27][CH2:28][Si:29]([CH3:32])([CH3:31])[CH3:30])[C:12]3[C:16]2=[N:17][C:9]([C:34]#[C:33][Si:35]([CH3:38])([CH3:37])[CH3:36])=[N:10][CH:11]=3)[CH2:19][CH2:20]1. (5) The reactants are [C:1]([O:5][C:6]([N:8]1[CH2:12][C@@H:11]([NH:13][C:14]([O:16][CH2:17][CH:18]2[C:30]3[CH:29]=[CH:28][CH:27]=[CH:26][C:25]=3[C:24]3[C:19]2=[CH:20][CH:21]=[CH:22][CH:23]=3)=[O:15])[CH2:10][C@H:9]1[C:31]([OH:33])=[O:32])=[O:7])([CH3:4])([CH3:3])[CH3:2].C(=O)([O-])[O-].[K+].[K+].CN(C=O)C.Br[CH2:46][C:47]1[CH:52]=[CH:51][CH:50]=[CH:49][CH:48]=1. The catalyst is CO.O. The product is [C:1]([O:5][C:6]([N:8]1[CH2:12][C@@H:11]([NH:13][C:14]([O:16][CH2:17][CH:18]2[C:30]3[CH:29]=[CH:28][CH:27]=[CH:26][C:25]=3[C:24]3[C:19]2=[CH:20][CH:21]=[CH:22][CH:23]=3)=[O:15])[CH2:10][C@H:9]1[C:31]([O:33][CH2:46][C:47]1[CH:52]=[CH:51][CH:50]=[CH:49][CH:48]=1)=[O:32])=[O:7])([CH3:4])([CH3:2])[CH3:3]. The yield is 0.770. (6) The reactants are [C:1]([C:5]1[CH:23]=[CH:22][CH:21]=[CH:20][C:6]=1[O:7][CH:8]1[CH2:12][CH2:11][N:10](C(OC(C)(C)C)=O)[CH2:9]1)([CH3:4])([CH3:3])[CH3:2].[ClH:24]. The catalyst is O1CCOCC1. The product is [ClH:24].[C:1]([C:5]1[CH:23]=[CH:22][CH:21]=[CH:20][C:6]=1[O:7][CH:8]1[CH2:12][CH2:11][NH:10][CH2:9]1)([CH3:4])([CH3:2])[CH3:3]. The yield is 0.830. (7) The catalyst is Cl. The product is [O:1]([CH2:21][CH2:22][NH:23][C:24]([C:26]1[S:27][C:28]2[CH:34]=[CH:33][C:32]([O:35][CH3:36])=[C:31]([NH2:37])[C:29]=2[N:30]=1)=[O:25])[CH2:2][CH2:3][NH:4][C:5]([C:7]1[S:8][C:9]2[CH:15]=[CH:14][C:13]([O:16][CH3:17])=[C:12]([NH2:18])[C:10]=2[N:11]=1)=[O:6]. The reactants are [O:1]([CH2:21][CH2:22][NH:23][C:24]([C:26]1[S:27][C:28]2[CH:34]=[CH:33][C:32]([O:35][CH3:36])=[C:31]([N+:37]([O-])=O)[C:29]=2[N:30]=1)=[O:25])[CH2:2][CH2:3][NH:4][C:5]([C:7]1[S:8][C:9]2[CH:15]=[CH:14][C:13]([O:16][CH3:17])=[C:12]([N+:18]([O-])=O)[C:10]=2[N:11]=1)=[O:6].O. The yield is 0.980.